Predict the reactants needed to synthesize the given product. From a dataset of Full USPTO retrosynthesis dataset with 1.9M reactions from patents (1976-2016). (1) Given the product [NH2:19][C@H:20]([C:28]([NH:1][C@H:2]([C:4]([O:6][C:7]([CH3:10])([CH3:9])[CH3:8])=[O:5])[CH3:3])=[O:29])[CH2:21][C:22]1[CH:23]=[CH:24][CH:25]=[CH:26][CH:27]=1, predict the reactants needed to synthesize it. The reactants are: [NH2:1][C@H:2]([C:4]([O:6][C:7]([CH3:10])([CH3:9])[CH3:8])=[O:5])[CH3:3].Cl.C(N(CC)CC)C.[NH:19](C(OCC1C2C(=CC=CC=2)C2C1=CC=CC=2)=O)[C@H:20]([C:28](O)=[O:29])[CH2:21][C:22]1[CH:27]=[CH:26][CH:25]=[CH:24][CH:23]=1.C1C=CC2N(O)N=NC=2C=1.CCN=C=NCCCN(C)C.Cl. (2) The reactants are: [CH2:1]1[C:9]2[C:4](=[CH:5][CH:6]=[CH:7][CH:8]=2)[CH2:3][CH:2]1[N:10]1[C:18](=[O:19])[C:17]2[C:12](=[CH:13][CH:14]=[CH:15][CH:16]=2)[C:11]1=[O:20].[Cl:21][S:22](O)(=[O:24])=[O:23]. Given the product [O:20]=[C:11]1[C:12]2[C:17](=[CH:16][CH:15]=[CH:14][CH:13]=2)[C:18](=[O:19])[N:10]1[CH:2]1[CH2:1][C:9]2[C:4](=[CH:5][CH:6]=[C:7]([S:22]([Cl:21])(=[O:24])=[O:23])[CH:8]=2)[CH2:3]1, predict the reactants needed to synthesize it. (3) The reactants are: Cl.[OH:2][CH2:3][CH2:4][O:5][NH2:6].[CH:7]([C:9]1[CH:14]=[CH:13][N:12]2[C:15]([C:18]3[CH:19]=[C:20]([C:24]4[CH:28]=[CH:27][S:26][C:25]=4[C:29]#[N:30])[CH:21]=[CH:22][CH:23]=3)=[CH:16][N:17]=[C:11]2[CH:10]=1)=O. Given the product [OH:2][CH2:3][CH2:4][O:5][N:6]=[CH:7][C:9]1[CH:14]=[CH:13][N:12]2[C:15]([C:18]3[CH:19]=[C:20]([C:24]4[CH:28]=[CH:27][S:26][C:25]=4[C:29]#[N:30])[CH:21]=[CH:22][CH:23]=3)=[CH:16][N:17]=[C:11]2[CH:10]=1, predict the reactants needed to synthesize it. (4) Given the product [NH2:10][C:7]1[CH:6]=[CH:5][N:4]=[C:3]2[O:2][CH2:1][O:9][C:8]=12, predict the reactants needed to synthesize it. The reactants are: [CH2:1]1[O:9][C:8]2[C:3](=[N:4][CH:5]=[CH:6][C:7]=2[NH:10]C(=O)OC(C)(C)C)[O:2]1.FC(F)(F)C(O)=O. (5) Given the product [OH:23][C:18]1[CH:17]=[CH:16][C:15]([I:14])=[CH:22][C:19]=1[CH2:20][N:4]1[CH2:5][CH2:6][N:1]([C:7]2[N:12]=[CH:11][NH:10][C:9](=[O:13])[CH:8]=2)[CH2:2][CH2:3]1, predict the reactants needed to synthesize it. The reactants are: [N:1]1([C:7]2[N:12]=[CH:11][NH:10][C:9](=[O:13])[CH:8]=2)[CH2:6][CH2:5][NH:4][CH2:3][CH2:2]1.[I:14][C:15]1[CH:22]=[C:19]([CH:20]=O)[C:18]([OH:23])=[CH:17][CH:16]=1. (6) Given the product [CH3:1][C:2]1[N:3]([CH3:12])[C:4]2[C:10]([NH:11][C:28](=[S:29])[NH:27][C:18]3[CH:19]=[C:20]([S:23]([NH2:26])(=[O:25])=[O:24])[CH:21]=[CH:22][C:17]=3[O:16][CH:13]([CH3:15])[CH3:14])=[CH:9][CH:8]=[CH:7][C:5]=2[N:6]=1, predict the reactants needed to synthesize it. The reactants are: [CH3:1][C:2]1[N:3]([CH3:12])[C:4]2[C:10]([NH2:11])=[CH:9][CH:8]=[CH:7][C:5]=2[N:6]=1.[CH:13]([O:16][C:17]1[CH:22]=[CH:21][C:20]([S:23]([NH2:26])(=[O:25])=[O:24])=[CH:19][C:18]=1[N:27]=[C:28]=[S:29])([CH3:15])[CH3:14]. (7) Given the product [Cl:1][C:2]1[C:3]([O:14][S:25]([C:24]([F:37])([F:36])[F:23])(=[O:27])=[O:26])=[C:4]2[C:9](=[CH:10][CH:11]=1)[N:8]=[CH:7][C:6]([O:12][CH3:13])=[N:5]2, predict the reactants needed to synthesize it. The reactants are: [Cl:1][C:2]1[CH:11]=[CH:10][C:9]2[N:8]=[CH:7][C:6]([O:12][CH3:13])=[N:5][C:4]=2[C:3]=1[OH:14].N1C(C)=CC=CC=1C.[F:23][C:24]([F:37])([F:36])[S:25](O[S:25]([C:24]([F:37])([F:36])[F:23])(=[O:27])=[O:26])(=[O:27])=[O:26]. (8) Given the product [O:1]=[C:2]1[N:7]([CH2:8][C:9]([NH:24][C@@H:22]([C:19]2[CH:20]=[CH:21][C:16]([CH3:25])=[CH:17][CH:18]=2)[CH3:23])=[O:11])[N:6]=[N:5][C:4]2[CH:12]=[CH:13][CH:14]=[CH:15][C:3]1=2, predict the reactants needed to synthesize it. The reactants are: [O:1]=[C:2]1[N:7]([CH2:8][C:9]([OH:11])=O)[N:6]=[N:5][C:4]2[CH:12]=[CH:13][CH:14]=[CH:15][C:3]1=2.[C:16]1([CH3:25])[CH:21]=[CH:20][C:19]([C@H:22]([NH2:24])[CH3:23])=[CH:18][CH:17]=1.